Dataset: Full USPTO retrosynthesis dataset with 1.9M reactions from patents (1976-2016). Task: Predict the reactants needed to synthesize the given product. (1) Given the product [OH:4][C:5]1[CH:6]=[C:7]([CH:23]=[CH:24][CH:25]=1)[C:8]1[CH:9]([CH3:22])[O:10][C:11]2[C:16]([CH:17]=1)=[CH:15][CH:14]=[C:13]([OH:18])[CH:12]=2, predict the reactants needed to synthesize it. The reactants are: C([O:4][C:5]1[CH:6]=[C:7]([CH:23]=[CH:24][CH:25]=1)[C:8]1[CH:9]([CH3:22])[O:10][C:11]2[C:16]([CH:17]=1)=[CH:15][CH:14]=[C:13]([O:18]C(=O)C)[CH:12]=2)(=O)C.[OH-].[K+].C(O)(=O)C. (2) Given the product [Cl:1][C:2]1[CH:12]=[C:11]([C:13]2[O:19][C:17]([CH3:18])=[CH:16][N:15]=2)[CH:10]=[CH:9][C:3]=1[C:4]([O:6][CH2:7][CH3:8])=[O:5], predict the reactants needed to synthesize it. The reactants are: [Cl:1][C:2]1[CH:12]=[C:11]([C:13]([NH:15][CH2:16][C:17](=[O:19])[CH3:18])=O)[CH:10]=[CH:9][C:3]=1[C:4]([O:6][CH2:7][CH3:8])=[O:5].P(Cl)(Cl)(Cl)=O.C(=O)([O-])O.[Na+]. (3) Given the product [CH3:1][O:2][C:3]1[CH:4]=[CH:5][C:6]([CH2:7][N:8]([CH2:30][C:31]2[CH:32]=[CH:33][C:34]([O:37][CH3:38])=[CH:35][CH:36]=2)[C:9]2[N:14]=[C:13]([CH3:15])[N:12]=[C:11]([C:16]3[C:17]([NH:22][C:23]4[CH:24]=[CH:25][C:26]([NH:29][C:48]([NH:47][C:41]5[CH:46]=[CH:45][CH:44]=[CH:43][CH:42]=5)=[O:49])=[N:27][CH:28]=4)=[N:18][CH:19]=[CH:20][CH:21]=3)[N:10]=2)=[CH:39][CH:40]=1, predict the reactants needed to synthesize it. The reactants are: [CH3:1][O:2][C:3]1[CH:40]=[CH:39][C:6]([CH2:7][N:8]([CH2:30][C:31]2[CH:36]=[CH:35][C:34]([O:37][CH3:38])=[CH:33][CH:32]=2)[C:9]2[N:14]=[C:13]([CH3:15])[N:12]=[C:11]([C:16]3[C:17]([NH:22][C:23]4[CH:24]=[CH:25][C:26]([NH2:29])=[N:27][CH:28]=4)=[N:18][CH:19]=[CH:20][CH:21]=3)[N:10]=2)=[CH:5][CH:4]=1.[C:41]1([N:47]=[C:48]=[O:49])[CH:46]=[CH:45][CH:44]=[CH:43][CH:42]=1. (4) Given the product [CH2:11]([C:13]1[CH:28]=[C:27]([C:29]2[CH:30]=[CH:31][CH:32]=[CH:33][CH:34]=2)[C:26]([O:35][CH2:36][C:37]2[CH:42]=[CH:41][CH:40]=[CH:39][CH:38]=2)=[CH:25][C:14]=1[O:15][CH2:16][CH2:17][CH2:18][CH2:19][C:20]([CH3:24])([CH3:23])[CH2:21][NH2:22])[CH3:12], predict the reactants needed to synthesize it. The reactants are: [Cl-].[Al+3].[Cl-].[Cl-].[H-].[Al+3].[Li+].[H-].[H-].[H-].[CH2:11]([C:13]1[CH:28]=[C:27]([C:29]2[CH:34]=[CH:33][CH:32]=[CH:31][CH:30]=2)[C:26]([O:35][CH2:36][C:37]2[CH:42]=[CH:41][CH:40]=[CH:39][CH:38]=2)=[CH:25][C:14]=1[O:15][CH2:16][CH2:17][CH2:18][CH2:19][C:20]([CH3:24])([CH3:23])[C:21]#[N:22])[CH3:12]. (5) Given the product [OH:16][NH:15][CH2:14][CH2:13][C:12]([P:8](=[O:7])([OH:11])[OH:9])=[O:17], predict the reactants needed to synthesize it. The reactants are: C[Si](Br)(C)C.C[O:7][P:8]([C:12](=[O:17])[CH2:13][CH2:14][NH:15][OH:16])(=[O:11])[O:9]C. (6) Given the product [CH3:55][O:56][C:57](=[O:66])[CH2:58][CH2:59][CH2:60][CH2:61][CH2:62][CH2:63][CH2:64][NH:65][C:21]([C:17]1[C:16]([CH3:24])=[C:15]([CH:14]=[N:13][N:12]=[C:5]2[C:4]3[C:8](=[CH:9][CH:10]=[C:2]([F:1])[CH:3]=3)[NH:7][C:6]2=[O:11])[NH:19][C:18]=1[CH3:20])=[O:22], predict the reactants needed to synthesize it. The reactants are: [F:1][C:2]1[CH:3]=[C:4]2[C:8](=[CH:9][CH:10]=1)[NH:7][C:6](=[O:11])[C:5]2=[N:12][N:13]=[CH:14][C:15]1[NH:19][C:18]([CH3:20])=[C:17]([C:21](O)=[O:22])[C:16]=1[CH3:24].Cl.C(N=C=NCCCN(C)C)C.OC1C2N=NNC=2C=CC=1.C(N(CC)CC)C.Cl.[CH3:55][O:56][C:57](=[O:66])[CH2:58][CH2:59][CH2:60][CH2:61][CH2:62][CH2:63][CH2:64][NH2:65].